Predict the reaction yield, written as a fraction of the theoretical maximum amount of product (1.0 means a 100% yield; for example, 0.34 means a 34% yield). From a dataset of Reaction yield outcomes from USPTO patents with 853,638 reactions. The reactants are [CH2:1]([CH:3]1[CH2:7][CH:6]([O:8][CH:9]2[CH2:14][CH2:13][O:12][CH2:11][CH2:10]2)[CH2:5][CH:4]1[C:15]1[N:19]2[C:20]3[CH:26]=[CH:25][N:24](S(C4C=CC(C)=CC=4)(=O)=O)[C:21]=3[N:22]=[CH:23][C:18]2=[N:17][N:16]=1)[CH3:2].[OH-].[Na+].Cl. The catalyst is O1CCOCC1. The product is [CH2:1]([C@@H:3]1[CH2:7][C@H:6]([O:8][CH:9]2[CH2:14][CH2:13][O:12][CH2:11][CH2:10]2)[CH2:5][C@@H:4]1[C:15]1[N:19]2[C:20]3[CH:26]=[CH:25][NH:24][C:21]=3[N:22]=[CH:23][C:18]2=[N:17][N:16]=1)[CH3:2]. The yield is 0.480.